Dataset: Catalyst prediction with 721,799 reactions and 888 catalyst types from USPTO. Task: Predict which catalyst facilitates the given reaction. (1) Reactant: [OH:1][C@H:2]([CH2:19][NH:20][CH2:21][C:22]1[CH:23]=[N:24][C:25]([C:28]([F:31])([F:30])[F:29])=[CH:26][CH:27]=1)[C@@H:3]([NH:11][C:12](=[O:18])OC(C)(C)C)[CH2:4][C:5]1[CH:10]=[CH:9][CH:8]=[CH:7][CH:6]=1.C(O)(C(F)(F)F)=O.C(N(C(C)C)CC)(C)C.[CH3:48][N:49]([CH2:61][C:62]1[S:63][CH:64]=[C:65]([CH3:67])[N:66]=1)[C:50]([C:52]1[CH:53]=[C:54]([CH:58]=[CH:59][CH:60]=1)C(O)=O)=[O:51].C(Cl)CCl.C1C=CC2N(O)N=NC=2C=1. Product: [OH:1][C@H:2]([CH2:19][NH:20][CH2:21][C:22]1[CH:23]=[N:24][C:25]([C:28]([F:29])([F:31])[F:30])=[CH:26][CH:27]=1)[C@@H:3]([NH:11][C:12](=[O:18])[C:59]1[CH:58]=[CH:54][CH:53]=[C:52]([C:50]([N:49]([CH3:48])[CH2:61][C:62]2[S:63][CH:64]=[C:65]([CH3:67])[N:66]=2)=[O:51])[CH:60]=1)[CH2:4][C:5]1[CH:6]=[CH:7][CH:8]=[CH:9][CH:10]=1. The catalyst class is: 2. (2) Reactant: [NH2:1][C:2]1[C:7]([CH2:8][C:9]2[CH:14]=[CH:13][CH:12]=[CH:11][CH:10]=2)=[CH:6][N:5]=[C:4]([S:15][CH2:16][C:17]([OH:19])=O)[N:3]=1.C(N1C=CN=C1)(N1C=CN=C1)=O.O[NH:33][C:34]([CH:36]1[CH2:38][CH2:37]1)=[NH:35]. Product: [CH2:8]([C:7]1[C:2]([NH2:1])=[N:3][C:4]([S:15][CH2:16][C:17]2[O:19][N:35]=[C:34]([CH:36]3[CH2:38][CH2:37]3)[N:33]=2)=[N:5][CH:6]=1)[C:9]1[CH:10]=[CH:11][CH:12]=[CH:13][CH:14]=1. The catalyst class is: 3. (3) Reactant: [CH3:1][C:2]1[N:3]([C:8]2[CH:9]=[C:10]([C:15]3[C:16](=[O:21])[NH:17][N:18]=[CH:19][CH:20]=3)[CH:11]=[CH:12][C:13]=2[CH3:14])[C:4]([CH3:7])=[CH:5][CH:6]=1.[CH3:22][Si](C)(C)N[Si](C)(C)C.[K].CI.O. Product: [CH3:7][C:4]1[N:3]([C:8]2[CH:9]=[C:10]([C:15]3[C:16](=[O:21])[N:17]([CH3:22])[N:18]=[CH:19][CH:20]=3)[CH:11]=[CH:12][C:13]=2[CH3:14])[C:2]([CH3:1])=[CH:6][CH:5]=1. The catalyst class is: 3. (4) Reactant: [NH2:1][C:2]1[CH:3]=[CH:4][C:5]([O:15][CH2:16][CH2:17][O:18][Si](C(C)(C)C)(C)C)=[C:6]([N:8]2[C:12](=[O:13])[N:11]([CH3:14])[N:10]=[N:9]2)[CH:7]=1.Cl.Cl[C:28]1[N:33]=[C:32]([NH:34][C@@H:35]2[CH2:43][C@H:42]3[N:38]([CH2:39][CH2:40][CH2:41]3)[C:37]([CH3:45])([CH3:44])[CH2:36]2)[C:31]([F:46])=[CH:30][N:29]=1.CC1C=CC(S(O)(=O)=O)=CC=1.O. Product: [CH3:44][C:37]1([CH3:45])[CH2:36][C@H:35]([NH:34][C:32]2[C:31]([F:46])=[CH:30][N:29]=[C:28]([NH:1][C:2]3[CH:3]=[CH:4][C:5]([O:15][CH2:16][CH2:17][OH:18])=[C:6]([N:8]4[C:12](=[O:13])[N:11]([CH3:14])[N:10]=[N:9]4)[CH:7]=3)[N:33]=2)[CH2:43][C@H:42]2[N:38]1[CH2:39][CH2:40][CH2:41]2. The catalyst class is: 41. (5) Reactant: [C:1]([C:3]1[CH:8]=[CH:7][CH:6]=[CH:5][C:4]=1[C:9]1([C:12]([NH2:14])=[O:13])[CH2:11][CH2:10]1)#[CH:2].Cl[C:16]1[C:21]([C:22]([F:25])([F:24])[F:23])=[CH:20][N:19]=[C:18]([NH:26][C:27]2[CH:28]=[N:29][C:30]([C:33]([F:36])([F:35])[F:34])=[CH:31][CH:32]=2)[N:17]=1.F[B-](F)(F)F. Product: [F:25][C:22]([F:23])([F:24])[C:21]1[C:20]([C:2]#[C:1][C:3]2[CH:8]=[CH:7][CH:6]=[CH:5][C:4]=2[C:9]2([C:12]([NH2:14])=[O:13])[CH2:11][CH2:10]2)=[N:19][C:18]([NH:26][C:27]2[CH:28]=[N:29][C:30]([C:33]([F:34])([F:35])[F:36])=[CH:31][CH:32]=2)=[N:17][CH:16]=1. The catalyst class is: 538. (6) Reactant: [CH3:1][C@@H:2]1[C@@H:4]([C:5]2[CH:10]=[CH:9][CH:8]=[CH:7][CH:6]=2)[N:3]1[S:11]([CH3:14])(=[O:13])=[O:12].[F:15][C:16]1[CH:21]=[CH:20][C:19]([N:22]2[C:30]3[C:25](=[CH:26][C:27]([SH:31])=[CH:28][CH:29]=3)[CH:24]=[N:23]2)=[CH:18][CH:17]=1.[H-].[Na+]. Product: [F:15][C:16]1[CH:17]=[CH:18][C:19]([N:22]2[C:30]3[C:25](=[CH:26][C:27]([S:31][C@H:4]([C:5]4[CH:10]=[CH:9][CH:8]=[CH:7][CH:6]=4)[C@@H:2]([NH:3][S:11]([CH3:14])(=[O:13])=[O:12])[CH3:1])=[CH:28][CH:29]=3)[CH:24]=[N:23]2)=[CH:20][CH:21]=1. The catalyst class is: 1. (7) Reactant: [NH2:1][CH2:2][CH2:3][C:4]([OH:6])=[O:5].[OH-].[Na+].Cl.[C:10](Cl)(=[O:17])[C:11]1[CH:16]=[CH:15][CH:14]=[N:13][CH:12]=1. Product: [C:10]([NH:1][CH2:2][CH2:3][C:4]([OH:6])=[O:5])(=[O:17])[C:11]1[CH:16]=[CH:15][CH:14]=[N:13][CH:12]=1. The catalyst class is: 6.